This data is from NCI-60 drug combinations with 297,098 pairs across 59 cell lines. The task is: Regression. Given two drug SMILES strings and cell line genomic features, predict the synergy score measuring deviation from expected non-interaction effect. (1) Drug 1: CC1=C(C(=CC=C1)Cl)NC(=O)C2=CN=C(S2)NC3=CC(=NC(=N3)C)N4CCN(CC4)CCO. Drug 2: C1CCC(C(C1)N)N.C(=O)(C(=O)[O-])[O-].[Pt+4]. Cell line: PC-3. Synergy scores: CSS=21.8, Synergy_ZIP=-7.56, Synergy_Bliss=0.737, Synergy_Loewe=-2.75, Synergy_HSA=2.46. (2) Drug 1: CN1CCC(CC1)COC2=C(C=C3C(=C2)N=CN=C3NC4=C(C=C(C=C4)Br)F)OC. Drug 2: CS(=O)(=O)OCCCCOS(=O)(=O)C. Cell line: SF-268. Synergy scores: CSS=7.65, Synergy_ZIP=-0.176, Synergy_Bliss=1.80, Synergy_Loewe=-2.37, Synergy_HSA=-2.37. (3) Drug 1: CC(C1=C(C=CC(=C1Cl)F)Cl)OC2=C(N=CC(=C2)C3=CN(N=C3)C4CCNCC4)N. Drug 2: C1CNP(=O)(OC1)N(CCCl)CCCl. Cell line: NCIH23. Synergy scores: CSS=6.64, Synergy_ZIP=-0.322, Synergy_Bliss=1.22, Synergy_Loewe=-18.2, Synergy_HSA=-1.10. (4) Drug 1: C1CN1P(=S)(N2CC2)N3CC3. Drug 2: CCC1(CC2CC(C3=C(CCN(C2)C1)C4=CC=CC=C4N3)(C5=C(C=C6C(=C5)C78CCN9C7C(C=CC9)(C(C(C8N6C=O)(C(=O)OC)O)OC(=O)C)CC)OC)C(=O)OC)O.OS(=O)(=O)O. Cell line: KM12. Synergy scores: CSS=20.3, Synergy_ZIP=-2.49, Synergy_Bliss=3.03, Synergy_Loewe=-10.7, Synergy_HSA=0.850. (5) Drug 1: COC1=CC(=CC(=C1O)OC)C2C3C(COC3=O)C(C4=CC5=C(C=C24)OCO5)OC6C(C(C7C(O6)COC(O7)C8=CC=CS8)O)O. Drug 2: CN(CCCl)CCCl.Cl. Cell line: HOP-62. Synergy scores: CSS=24.0, Synergy_ZIP=-1.65, Synergy_Bliss=1.43, Synergy_Loewe=-12.2, Synergy_HSA=1.33.